Task: Predict the product of the given reaction.. Dataset: Forward reaction prediction with 1.9M reactions from USPTO patents (1976-2016) (1) Given the reactants Br[C:2]1[CH:7]=[C:6]([C:8]([C:10]2[C:18]3[CH:17]=[N:16][CH:15]=[N:14][C:13]=3[N:12]([CH:19]([CH3:21])[CH3:20])[CH:11]=2)=[O:9])[CH:5]=[CH:4][N:3]=1.[NH3:22], predict the reaction product. The product is: [NH2:22][C:2]1[CH:7]=[C:6]([C:8]([C:10]2[C:18]3[CH:17]=[N:16][CH:15]=[N:14][C:13]=3[N:12]([CH:19]([CH3:21])[CH3:20])[CH:11]=2)=[O:9])[CH:5]=[CH:4][N:3]=1. (2) Given the reactants [NH2:1][C:2]1[N:7]=[C:6]([C:8]2[C:13]([C:14]([F:17])([F:16])[F:15])=[CH:12][CH:11]=[CH:10][N:9]=2)[CH:5]=[CH:4][C:3]=1[C:18]([NH2:20])=[O:19].N1C=CC=CC=1.[CH2:27]([O:31][CH2:32][C:33](Cl)=O)[CH:28]([CH3:30])[CH3:29].[OH-].[Na+], predict the reaction product. The product is: [CH2:27]([O:31][CH2:32][C:33]1[NH:20][C:18](=[O:19])[C:3]2[CH:4]=[CH:5][C:6]([C:8]3[C:13]([C:14]([F:17])([F:16])[F:15])=[CH:12][CH:11]=[CH:10][N:9]=3)=[N:7][C:2]=2[N:1]=1)[CH:28]([CH3:30])[CH3:29]. (3) Given the reactants [CH:1]1([CH2:7][NH:8][C:9]([NH:11][NH:12][C:13](=O)[CH2:14][CH2:15][N:16]2[CH2:21][CH2:20][N:19]([C:22]3[CH:27]=[CH:26][CH:25]=[CH:24][C:23]=3[O:28][CH3:29])[CH2:18][CH2:17]2)=[O:10])[CH2:6][CH2:5][CH2:4][CH2:3][CH2:2]1, predict the reaction product. The product is: [CH:1]1([CH2:7][N:8]2[C:13]([CH2:14][CH2:15][N:16]3[CH2:21][CH2:20][N:19]([C:22]4[CH:27]=[CH:26][CH:25]=[CH:24][C:23]=4[O:28][CH3:29])[CH2:18][CH2:17]3)=[N:12][NH:11][C:9]2=[O:10])[CH2:6][CH2:5][CH2:4][CH2:3][CH2:2]1. (4) Given the reactants C(OC(=O)[NH:7][C:8]([C:11](=O)[NH:12][C:13]1[CH:18]=[CH:17][CH:16]=[CH:15][C:14]=1[NH:19][CH2:20][CH3:21])([CH3:10])[CH3:9])(C)(C)C.[ClH:24].O1CCOCC1, predict the reaction product. The product is: [ClH:24].[CH2:20]([N:19]1[C:14]2[CH:15]=[CH:16][CH:17]=[CH:18][C:13]=2[N:12]=[C:11]1[C:8]([NH2:7])([CH3:10])[CH3:9])[CH3:21]. (5) Given the reactants Cl.Cl.Cl.[S:4]1[C:8]2=[C:9]([N:13]3[CH2:18][CH2:17][N:16]([CH2:19][CH2:20][C@H:21]4[CH2:26][CH2:25][C@H:24]([NH2:27])[CH2:23][CH2:22]4)[CH2:15][CH2:14]3)[N:10]=[CH:11][CH:12]=[C:7]2[CH:6]=[CH:5]1.[C:28](O)(=[O:31])[CH2:29][CH3:30].CCN(C(C)C)C(C)C.CN(C(ON1N=NC2C=CC=CC1=2)=[N+](C)C)C.[B-](F)(F)(F)F.C([O-])(O)=O.[Na+], predict the reaction product. The product is: [S:4]1[C:8]2=[C:9]([N:13]3[CH2:18][CH2:17][N:16]([CH2:19][CH2:20][C@H:21]4[CH2:26][CH2:25][C@H:24]([NH:27][C:28](=[O:31])[CH2:29][CH3:30])[CH2:23][CH2:22]4)[CH2:15][CH2:14]3)[N:10]=[CH:11][CH:12]=[C:7]2[CH:6]=[CH:5]1.